From a dataset of Peptide-MHC class I binding affinity with 185,985 pairs from IEDB/IMGT. Regression. Given a peptide amino acid sequence and an MHC pseudo amino acid sequence, predict their binding affinity value. This is MHC class I binding data. The MHC is HLA-A11:01 with pseudo-sequence HLA-A11:01. The peptide sequence is IMDKEQLLK. The binding affinity (normalized) is 0.714.